Dataset: Forward reaction prediction with 1.9M reactions from USPTO patents (1976-2016). Task: Predict the product of the given reaction. Given the reactants [NH2:1][C:2]1[CH:16]=[CH:15][CH:14]=[CH:13][C:3]=1[CH2:4][NH:5][C:6](=[O:12])[O:7][C:8]([CH3:11])([CH3:10])[CH3:9].N1C2C=CC=C[C:20]=2N=N1.C=O.[BH4-].[Na+].C(=O)([O-])O.[Na+], predict the reaction product. The product is: [C:8]([O:7][C:6](=[O:12])[NH:5][CH2:4][C:3]1[CH:13]=[CH:14][CH:15]=[CH:16][C:2]=1[NH:1][CH3:20])([CH3:11])([CH3:10])[CH3:9].